Predict the reactants needed to synthesize the given product. From a dataset of Retrosynthesis with 50K atom-mapped reactions and 10 reaction types from USPTO. (1) Given the product O=C(O)c1cc(F)ccc1Sc1ccc(C(F)(F)F)cc1C(=O)O, predict the reactants needed to synthesize it. The reactants are: O=C(O)c1cc(C(F)(F)F)ccc1Cl.O=C(O)c1cc(F)ccc1S. (2) The reactants are: C(=C1CCNCC1)c1ccc2ccccc2n1. Given the product c1ccc2nc(CC3CCNCC3)ccc2c1, predict the reactants needed to synthesize it. (3) The reactants are: N#C[Cu].O=C(CNC(=O)c1cccc(C(F)(F)F)c1)NC1CN(C2CCC(n3cc(I)ccc3=O)CC2)C1. Given the product N#Cc1ccc(=O)n(C2CCC(N3CC(NC(=O)CNC(=O)c4cccc(C(F)(F)F)c4)C3)CC2)c1, predict the reactants needed to synthesize it. (4) Given the product COC(=O)c1sc2cc(C3CN(C(=O)OCc4ccccc4)C3)cnc2c1NC(=O)OC(C)(C)C, predict the reactants needed to synthesize it. The reactants are: COC(=O)c1sc2cc(Br)cnc2c1NC(=O)OC(C)(C)C.O=C(OCc1ccccc1)N1CC(I)C1.